Dataset: Full USPTO retrosynthesis dataset with 1.9M reactions from patents (1976-2016). Task: Predict the reactants needed to synthesize the given product. Given the product [Cl:21][C:2]1[C:7]([I:8])=[CH:6][N:5]=[C:4]([NH:9][C:10]2[CH:18]=[CH:17][C:13]([C:14]#[N:16])=[CH:12][CH:11]=2)[N:3]=1, predict the reactants needed to synthesize it. The reactants are: O[C:2]1[C:7]([I:8])=[CH:6][N:5]=[C:4]([NH:9][C:10]2[CH:18]=[CH:17][C:13]([C:14]([NH2:16])=O)=[CH:12][CH:11]=2)[N:3]=1.P(Cl)(Cl)([Cl:21])=O.